Dataset: Forward reaction prediction with 1.9M reactions from USPTO patents (1976-2016). Task: Predict the product of the given reaction. (1) Given the reactants [CH2:1]([NH:8][C:9]1[N:14]2[N:15]=[CH:16][C:17]([C:18]([O:20]CC)=[O:19])=[C:13]2[N:12]=[CH:11][C:10]=1[C:23]([N:25]1[CH2:30][CH2:29][C:28]2([C:38]3[C:33](=[CH:34][CH:35]=[CH:36][CH:37]=3)[C:32](=[O:39])[O:31]2)[CH2:27][CH2:26]1)=[O:24])[C:2]1[CH:7]=[CH:6][CH:5]=[CH:4][CH:3]=1.Cl, predict the reaction product. The product is: [CH2:1]([NH:8][C:9]1[N:14]2[N:15]=[CH:16][C:17]([C:18]([OH:20])=[O:19])=[C:13]2[N:12]=[CH:11][C:10]=1[C:23]([N:25]1[CH2:26][CH2:27][C:28]2([C:38]3[C:33](=[CH:34][CH:35]=[CH:36][CH:37]=3)[C:32](=[O:39])[O:31]2)[CH2:29][CH2:30]1)=[O:24])[C:2]1[CH:3]=[CH:4][CH:5]=[CH:6][CH:7]=1. (2) Given the reactants [Cl:1][C:2]1[CH:7]=[C:6]([F:8])[CH:5]=[CH:4][C:3]=1[S:9]([NH:12][CH:13]([CH3:24])[CH2:14][CH2:15][NH:16]C(=O)OC(C)(C)C)(=[O:11])=[O:10].Cl.O1CCOCC1.S1C2C=CC=CC=2C=C1C(N[C@H](C(O)=O)CC(C)C)=O.C1C=C2C(N(O)N=NC2=CC=1)=O.CN1CCOCC1.CCN=C=NCCCN(C)C.Cl, predict the reaction product. The product is: [NH2:16][CH2:15][CH2:14][CH:13]([NH:12][S:9]([C:3]1[CH:4]=[CH:5][C:6]([F:8])=[CH:7][C:2]=1[Cl:1])(=[O:11])=[O:10])[CH3:24]. (3) Given the reactants Cl[C:2]1[C:9]([C:10]([F:13])([F:12])[F:11])=[CH:8][C:5]([C:6]#[N:7])=[C:4]([O:14][CH2:15][CH2:16][O:17][CH:18]([CH3:20])[CH3:19])[N:3]=1.[B:21]1([OH:31])[C:25]2[CH:26]=[CH:27][C:28]([OH:30])=[CH:29][C:24]=2[CH2:23][O:22]1.C([O-])([O-])=O.[Cs+].[Cs+].O, predict the reaction product. The product is: [OH:31][B:21]1[C:25]2[CH:26]=[CH:27][C:28]([O:30][C:2]3[C:9]([C:10]([F:13])([F:12])[F:11])=[CH:8][C:5]([C:6]#[N:7])=[C:4]([O:14][CH2:15][CH2:16][O:17][CH:18]([CH3:20])[CH3:19])[N:3]=3)=[CH:29][C:24]=2[CH2:23][O:22]1. (4) The product is: [Cl:24][C:2]1[CH:10]=[CH:9][C:5]([C:6]([NH:15][CH2:14][CH:11]2[CH2:13][CH2:12]2)=[O:8])=[CH:4][N:3]=1. Given the reactants Br[C:2]1[CH:10]=[CH:9][C:5]([C:6]([OH:8])=O)=[CH:4][N:3]=1.[CH:11]1([CH2:14][NH2:15])[CH2:13][CH2:12]1.C(=O)([O-])[O-].[Na+].[Na+].S(Cl)([Cl:24])=O, predict the reaction product. (5) Given the reactants [C:1]([O:5][C:6]([N:8]1[CH2:13][CH:12]2[CH2:14][CH:9]1[CH2:10][N:11]2[C:15]1[N:20]2[CH:21]=[CH:22][N:23]=[C:19]2[CH:18]=[C:17]([C:24]2[CH:29]=[CH:28][N:27]=[C:26](Cl)[CH:25]=2)[N:16]=1)=[O:7])([CH3:4])([CH3:3])[CH3:2].[CH3:31][C@@H:32]([NH2:39])[C:33]1[CH:38]=[CH:37][CH:36]=[CH:35][CH:34]=1.C1C=CC(P(C2C(C3C(P(C4C=CC=CC=4)C4C=CC=CC=4)=CC=C4C=3C=CC=C4)=C3C(C=CC=C3)=CC=2)C2C=CC=CC=2)=CC=1.CC([O-])(C)C.[Na+], predict the reaction product. The product is: [C:1]([O:5][C:6]([N:8]1[CH2:13][CH:12]2[CH2:14][C@@H:9]1[CH2:10][N:11]2[C:15]1[N:20]2[CH:21]=[CH:22][N:23]=[C:19]2[CH:18]=[C:17]([C:24]2[CH:29]=[CH:28][N:27]=[C:26]([NH:39][CH:32]([C:33]3[CH:38]=[CH:37][CH:36]=[CH:35][CH:34]=3)[CH3:31])[CH:25]=2)[N:16]=1)=[O:7])([CH3:4])([CH3:3])[CH3:2]. (6) Given the reactants [Br:1][C:2]1[CH:3]=[C:4]([CH2:7][NH:8][CH2:9][CH:10]([CH3:12])[CH3:11])[S:5][CH:6]=1.[Cl:13][C:14]1[CH:19]=[CH:18][CH:17]=[CH:16][C:15]=1[S:20](Cl)(=[O:22])=[O:21].C(N(CC)C(C)C)(C)C, predict the reaction product. The product is: [Br:1][C:2]1[CH:3]=[C:4]([CH2:7][N:8]([CH2:9][CH:10]([CH3:12])[CH3:11])[S:20]([C:15]2[CH:16]=[CH:17][CH:18]=[CH:19][C:14]=2[Cl:13])(=[O:22])=[O:21])[S:5][CH:6]=1. (7) Given the reactants [NH2:1][C@@H:2]([C:6]1[CH:11]=[CH:10][C:9]([O:12][CH3:13])=[C:8]([O:14][CH2:15][CH3:16])[CH:7]=1)[CH2:3][CH2:4][OH:5].C[O:18][C:19](=O)[C:20]1[C:25]([N+:26]([O-:28])=[O:27])=[CH:24][CH:23]=[CH:22][C:21]=1[CH2:29]Br.C(N(CC)CC)C, predict the reaction product. The product is: [CH2:15]([O:14][C:8]1[CH:7]=[C:6]([C@H:2]([N:1]2[CH2:29][C:21]3[C:20](=[C:25]([N+:26]([O-:28])=[O:27])[CH:24]=[CH:23][CH:22]=3)[C:19]2=[O:18])[CH2:3][CH2:4][OH:5])[CH:11]=[CH:10][C:9]=1[O:12][CH3:13])[CH3:16]. (8) Given the reactants C(O[C:4]([C:6]1[C:7]2[CH2:8][C@H:9]3[CH2:22][C@H:10]3[C:11]=2[N:12]([C:14]2[CH:19]=[CH:18][C:17]([F:20])=[CH:16][C:15]=2[F:21])[N:13]=1)=[O:5])C.CN(C(ON1N=NC2C=CC=NC1=2)=[N+](C)C)C.F[P-](F)(F)(F)(F)F.CCN(C(C)C)C(C)C.[CH3:56][O:57][C:58]1[N:63]=[CH:62][C:61]([C:64]([NH2:67])([CH3:66])[CH3:65])=[CH:60][CH:59]=1, predict the reaction product. The product is: [O:57]([C:58]1[N:63]=[CH:62][C:61]([C:64]([NH:67][C:4]([C:6]2[C:7]3[CH2:8][C@H:9]4[CH2:22][C@H:10]4[C:11]=3[N:12]([C:14]3[CH:19]=[CH:18][C:17]([F:20])=[CH:16][C:15]=3[F:21])[N:13]=2)=[O:5])([CH3:65])[CH3:66])=[CH:60][CH:59]=1)[CH3:56]. (9) Given the reactants Cl[C:2]1[N:7]=[CH:6][CH:5]=[CH:4][N:3]=1.Cl.[CH3:9][O:10][C:11]1[CH:16]=[C:15]([CH3:17])[NH:14][C:13](=[O:18])[C:12]=1[CH2:19][NH:20][C:21]([C:23]1[C:31]2[C:26](=[CH:27][CH:28]=[CH:29][CH:30]=2)[N:25]([CH:32]([CH:34]2[CH2:39][CH2:38][NH:37][CH2:36][CH2:35]2)[CH3:33])[C:24]=1[CH3:40])=[O:22].CCN(CC)CC, predict the reaction product. The product is: [CH3:9][O:10][C:11]1[CH:16]=[C:15]([CH3:17])[NH:14][C:13](=[O:18])[C:12]=1[CH2:19][NH:20][C:21]([C:23]1[C:31]2[C:26](=[CH:27][CH:28]=[CH:29][CH:30]=2)[N:25]([CH:32]([CH:34]2[CH2:35][CH2:36][N:37]([C:2]3[N:7]=[CH:6][CH:5]=[CH:4][N:3]=3)[CH2:38][CH2:39]2)[CH3:33])[C:24]=1[CH3:40])=[O:22]. (10) Given the reactants [C:1]([C:5]1[NH:10][C:9](=[O:11])[C:8]([CH:12]([NH:15][C:16]([CH:18]2[CH2:22][CH2:21][CH2:20][CH2:19]2)=O)[CH2:13][CH3:14])=[N:7][N:6]=1)([CH3:4])([CH3:3])[CH3:2].P(Cl)(Cl)(Cl)=O, predict the reaction product. The product is: [C:1]([C:5]1[NH:10][C:9](=[O:11])[C:8]2=[C:12]([CH2:13][CH3:14])[N:15]=[C:16]([CH:18]3[CH2:22][CH2:21][CH2:20][CH2:19]3)[N:7]2[N:6]=1)([CH3:4])([CH3:3])[CH3:2].